From a dataset of Forward reaction prediction with 1.9M reactions from USPTO patents (1976-2016). Predict the product of the given reaction. The product is: [F:11][C:9]1[CH:10]=[C:2]2[C:3]([C:4](=[O:5])[NH:17][CH:16]=[N:1]2)=[CH:7][CH:8]=1. Given the reactants [NH2:1][C:2]1[CH:10]=[C:9]([F:11])[CH:8]=[CH:7][C:3]=1[C:4](O)=[O:5].C(O)(=O)C.[CH:16](N)=[NH:17], predict the reaction product.